Dataset: Reaction yield outcomes from USPTO patents with 853,638 reactions. Task: Predict the reaction yield, written as a fraction of the theoretical maximum amount of product (1.0 means a 100% yield; for example, 0.34 means a 34% yield). (1) The catalyst is CC(O)C.C1COCC1.O. The yield is 0.420. The reactants are C1(C2NN=C(NC3C(=O)N(C)C=C(C4C=CN=C(N5CCN6C7CCCCC=7C=C6C5=O)C=4CO)C=3)C=2)CC1.C([O-])(=O)C.C([O:47][CH2:48][C:49]1[C:50]([N:81]2[CH2:93][CH2:92][N:84]3[C:85]4[CH2:86][CH2:87][CH2:88][CH2:89][C:90]=4[CH:91]=[C:83]3[C:82]2=[O:94])=[N:51][CH:52]=[CH:53][C:54]=1[C:55]1[CH:60]=[C:59]([NH:61][C:62]2[CH:67]=[CH:66][C:65]([N:68]3[CH2:73][CH2:72][N:71]([CH2:74][C:75]([OH:78])([CH3:77])[CH3:76])[CH2:70][CH2:69]3)=[CH:64][N:63]=2)[C:58](=[O:79])[N:57]([CH3:80])[CH:56]=1)(=O)C.O[Li].O. The product is [OH:78][C:75]([CH3:77])([CH3:76])[CH2:74][N:71]1[CH2:72][CH2:73][N:68]([C:65]2[CH:66]=[CH:67][C:62]([NH:61][C:59]3[C:58](=[O:79])[N:57]([CH3:80])[CH:56]=[C:55]([C:54]4[CH:53]=[CH:52][N:51]=[C:50]([N:81]5[CH2:93][CH2:92][N:84]6[C:85]7[CH2:86][CH2:87][CH2:88][CH2:89][C:90]=7[CH:91]=[C:83]6[C:82]5=[O:94])[C:49]=4[CH2:48][OH:47])[CH:60]=3)=[N:63][CH:64]=2)[CH2:69][CH2:70]1. (2) The reactants are [CH:1]1[C:13]2[CH:12]([CH2:14][O:15][C:16]([NH:18][C:19]([CH3:26])([CH2:24][OH:25])[C:20]([O:22][CH3:23])=[O:21])=[O:17])[C:11]3[C:6](=[CH:7][CH:8]=[CH:9][CH:10]=3)[C:5]=2[CH:4]=[CH:3][CH:2]=1.[S:27](Cl)([C:30]1[CH:36]=[CH:35][C:33]([CH3:34])=[CH:32][CH:31]=1)(=[O:29])=[O:28].N1C=CC=CC=1. The catalyst is C(Cl)Cl. The product is [CH:10]1[C:11]2[CH:12]([CH2:14][O:15][C:16]([NH:18][C:19]([CH3:26])([CH2:24][O:25][S:27]([C:30]3[CH:36]=[CH:35][C:33]([CH3:34])=[CH:32][CH:31]=3)(=[O:29])=[O:28])[C:20]([O:22][CH3:23])=[O:21])=[O:17])[C:13]3[C:5](=[CH:4][CH:3]=[CH:2][CH:1]=3)[C:6]=2[CH:7]=[CH:8][CH:9]=1. The yield is 0.739. (3) The reactants are [CH:1]1([C@H:7]([NH:9][C:10]([C:12]2[CH:13]=[C:14]3[C:18](=[CH:19][CH:20]=2)[NH:17][N:16]=[CH:15]3)=[O:11])[CH3:8])[CH2:6][CH2:5][CH2:4][CH2:3][CH2:2]1.[I:21]I.C([O-])([O-])=O.[K+].[K+]. The catalyst is CN(C=O)C. The product is [CH:1]1([C@H:7]([NH:9][C:10]([C:12]2[CH:13]=[C:14]3[C:18](=[CH:19][CH:20]=2)[NH:17][N:16]=[C:15]3[I:21])=[O:11])[CH3:8])[CH2:6][CH2:5][CH2:4][CH2:3][CH2:2]1. The yield is 0.700. (4) The reactants are [CH2:1]([C:4]1[C:13]2[C:8](=[CH:9][C:10]([O:16][CH3:17])=[C:11]([O:14][CH3:15])[CH:12]=2)[CH2:7][CH2:6][N:5]=1)[CH2:2][CH3:3].[C:18]([C:22]1[CH:29]=[CH:28][C:25]([CH2:26][Cl:27])=[CH:24][CH:23]=1)([CH3:21])([CH3:20])[CH3:19]. No catalyst specified. The product is [Cl-:27].[CH2:1]([C:4]1[C:13]2[C:8](=[CH:9][C:10]([O:16][CH3:17])=[C:11]([O:14][CH3:15])[CH:12]=2)[CH2:7][CH2:6][N+:5]=1[CH2:26][C:25]1[CH:28]=[CH:29][C:22]([C:18]([CH3:21])([CH3:20])[CH3:19])=[CH:23][CH:24]=1)[CH2:2][CH3:3]. The yield is 0.870. (5) The reactants are [CH3:1][O:2][C:3]1[CH:4]=[C:5]([CH:8]=[CH:9][C:10]=1[O:11][CH2:12][C:13]1[N:14]=[C:15]([C:19]2[CH:20]=[N:21][CH:22]=[CH:23][CH:24]=2)[O:16][C:17]=1[CH3:18])[CH:6]=[O:7].C(O)C.[BH4-].[Na+].O. The catalyst is O1CCCC1. The product is [CH3:1][O:2][C:3]1[CH:4]=[C:5]([CH2:6][OH:7])[CH:8]=[CH:9][C:10]=1[O:11][CH2:12][C:13]1[N:14]=[C:15]([C:19]2[CH:20]=[N:21][CH:22]=[CH:23][CH:24]=2)[O:16][C:17]=1[CH3:18]. The yield is 0.910. (6) The reactants are [CH3:1][O:2][C:3]1[CH:8]=[CH:7][C:6]([C:9]2([CH2:17][S:18][CH2:19][C:20]([N:22]3[C@@H:26]([C:27]4[CH:32]=[CH:31][CH:30]=[CH:29][CH:28]=4)[CH2:25][O:24][C:23]3=[O:33])=[O:21])[O:14][CH2:13][C:12]([CH3:16])([CH3:15])[CH2:11][O:10]2)=[CH:5][CH:4]=1.[F:34][C:35]1[CH:40]=[CH:39][C:38]([N:41]=[CH:42][C:43]2[CH:57]=[CH:56][C:46]([O:47][CH2:48][C:49]([O:51][C:52]([CH3:55])([CH3:54])[CH3:53])=[O:50])=[CH:45][CH:44]=2)=[CH:37][CH:36]=1.C(N(C(C)C)C(C)C)C.C(O)(C)C. The catalyst is C(Cl)Cl.CC([O-])C.CC([O-])C.CC([O-])C.CC([O-])C.[Ti+4].Cl[Ti](Cl)(Cl)Cl.O. The product is [F:34][C:35]1[CH:36]=[CH:37][C:38]([NH:41][C@@H:42]([C:43]2[CH:44]=[CH:45][C:46]([O:47][CH2:48][C:49]([O:51][C:52]([CH3:53])([CH3:54])[CH3:55])=[O:50])=[CH:56][CH:57]=2)[C@@H:19]([S:18][CH2:17][C:9]2([C:6]3[CH:5]=[CH:4][C:3]([O:2][CH3:1])=[CH:8][CH:7]=3)[O:14][CH2:13][C:12]([CH3:16])([CH3:15])[CH2:11][O:10]2)[C:20](=[O:21])[N:22]2[C@@H:26]([C:27]3[CH:32]=[CH:31][CH:30]=[CH:29][CH:28]=3)[CH2:25][O:24][C:23]2=[O:33])=[CH:39][CH:40]=1. The yield is 0.590. (7) The reactants are [CH3:1][O:2][C:3]([C:5]1[CH:6]=[C:7]([F:24])[CH:8]=[C:9]2[C:14]=1[NH:13][CH:12]([C:15]1[CH:20]=[CH:19][CH:18]=[C:17](Br)[CH:16]=1)[CH2:11][C:10]2([CH3:23])[CH3:22])=[O:4].Cl.Cl.[C:27]1([CH3:39])[CH:32]=[CH:31][C:30]([N:33]2[CH2:38][CH2:37][NH:36][CH2:35][CH2:34]2)=[CH:29][CH:28]=1.CC1(C)C2C(=C(P(C3C=CC=CC=3)C3C=CC=CC=3)C=CC=2)OC2C(P(C3C=CC=CC=3)C3C=CC=CC=3)=CC=CC1=2.C(=O)([O-])[O-].[Cs+].[Cs+]. The yield is 0.600. The product is [CH3:1][O:2][C:3]([C:5]1[CH:6]=[C:7]([F:24])[CH:8]=[C:9]2[C:14]=1[NH:13][CH:12]([C:15]1[CH:20]=[CH:19][CH:18]=[C:17]([N:36]3[CH2:37][CH2:38][N:33]([C:30]4[CH:31]=[CH:32][C:27]([CH3:39])=[CH:28][CH:29]=4)[CH2:34][CH2:35]3)[CH:16]=1)[CH2:11][C:10]2([CH3:23])[CH3:22])=[O:4]. The catalyst is C1(C)C=CC=CC=1.C([O-])(=O)C.[Pd+2].C([O-])(=O)C.C(OCC)(=O)C. (8) The reactants are [Br-].[CH2:2]([N+:4]([CH2:10][CH3:11])([CH2:8][CH3:9])[CH2:5][CH2:6][OH:7])[CH3:3].[Li+].[C:13]([S:17]([N-:20][S:21]([C:24]([F:27])([F:26])[F:25])(=[O:23])=[O:22])(=[O:19])=[O:18])([F:16])([F:15])[F:14]. The catalyst is O. The product is [F:27][C:24]([F:25])([F:26])[S:21]([N-:20][S:17]([C:13]([F:14])([F:15])[F:16])(=[O:18])=[O:19])(=[O:22])=[O:23].[CH2:2]([N+:4]([CH2:10][CH3:11])([CH2:8][CH3:9])[CH2:5][CH2:6][OH:7])[CH3:3]. The yield is 0.870. (9) The reactants are [O:1]1[C:5]2=[CH:6][CH:7]=[CH:8][C:9]([OH:10])=[C:4]2[N:3]=[CH:2]1.[CH2:11]([O:13][C:14](=[O:18])[C:15]#[C:16][CH3:17])[CH3:12].C(=O)([O-])[O-].[K+].[K+]. The catalyst is CN(C)C1C=CN=CC=1.O1CCCC1. The product is [CH2:11]([O:13][C:14](=[O:18])/[CH:15]=[C:16](/[O:10][C:9]1[C:4]2[N:3]=[CH:2][O:1][C:5]=2[CH:6]=[CH:7][CH:8]=1)\[CH3:17])[CH3:12]. The yield is 1.00. (10) The reactants are [F:1][C:2]1[C:11]2[O:10][CH2:9][CH:8]([NH:12][CH2:13][CH2:14][CH2:15][C:16]3[C:24]4[C:19](=[CH:20][CH:21]=[C:22]([F:25])[CH:23]=4)[NH:18][CH:17]=3)[CH2:7][C:6]=2[C:5]([C:26]([NH2:28])=[O:27])=[CH:4][CH:3]=1.[CH:29](=O)[CH2:30][CH2:31][CH2:32][CH3:33].C([BH3-])#N.[Na+].C(=O)CCC. The catalyst is CO.C([BH3-])#N.[Na+].C(O)(=O)C. The product is [F:1][C:2]1[C:11]2[O:10][CH2:9][CH:8]([N:12]([CH2:13][CH2:14][CH2:15][C:16]3[C:24]4[C:19](=[CH:20][CH:21]=[C:22]([F:25])[CH:23]=4)[NH:18][CH:17]=3)[CH2:29][CH2:30][CH2:31][CH2:32][CH3:33])[CH2:7][C:6]=2[C:5]([C:26]([NH2:28])=[O:27])=[CH:4][CH:3]=1. The yield is 0.730.